Predict the product of the given reaction. From a dataset of Forward reaction prediction with 1.9M reactions from USPTO patents (1976-2016). (1) Given the reactants [OH:1][C:2]1[CH:7]=[CH:6][C:5]([S:8][CH2:9][CH2:10][CH2:11][C:12]([OH:14])=O)=[CH:4][CH:3]=1.[CH3:15][O:16][C:17]1[CH:25]=[CH:24][C:20]([CH2:21][NH:22][CH3:23])=[CH:19][CH:18]=1, predict the reaction product. The product is: [OH:1][C:2]1[CH:3]=[CH:4][C:5]([S:8][CH2:9][CH2:10][CH2:11][C:12]([N:22]([CH2:21][C:20]2[CH:24]=[CH:25][C:17]([O:16][CH3:15])=[CH:18][CH:19]=2)[CH3:23])=[O:14])=[CH:6][CH:7]=1. (2) Given the reactants CC1(C)OC(=O)[CH:5]([C:9](=[O:20])[CH2:10][CH2:11][NH:12][C:13](=[O:19])[O:14][C:15]([CH3:18])([CH3:17])[CH3:16])[C:4](=O)[O:3]1, predict the reaction product. The product is: [O:3]=[C:4]1[CH2:5][C:9](=[O:20])[CH2:10][CH2:11][N:12]1[C:13]([O:14][C:15]([CH3:18])([CH3:17])[CH3:16])=[O:19]. (3) Given the reactants [CH3:1][C:2]1[CH:7]=[CH:6][C:5]([C:8]2[CH:13]=[CH:12][C:11]([CH2:14][NH2:15])=[CH:10][CH:9]=2)=[CH:4][CH:3]=1.[C:16]1([C:34]2[CH:39]=[CH:38][CH:37]=[CH:36][CH:35]=2)[C:17]([C:22]([NH:24][C:25]2[CH:26]=[C:27]([C:31](O)=[O:32])[N:28]([CH3:30])[CH:29]=2)=[O:23])=[CH:18][CH:19]=[CH:20][CH:21]=1.CN(C(ON1N=NC2C=CC=CC1=2)=[N+](C)C)C.[B-](F)(F)(F)F.C(N(C(C)C)C(C)C)C, predict the reaction product. The product is: [CH3:1][C:2]1[CH:3]=[CH:4][C:5]([C:8]2[CH:13]=[CH:12][C:11]([CH2:14][NH:15][C:31]([C:27]3[N:28]([CH3:30])[CH:29]=[C:25]([NH:24][C:22]([C:17]4[C:16]([C:34]5[CH:39]=[CH:38][CH:37]=[CH:36][CH:35]=5)=[CH:21][CH:20]=[CH:19][CH:18]=4)=[O:23])[CH:26]=3)=[O:32])=[CH:10][CH:9]=2)=[CH:6][CH:7]=1.